This data is from Forward reaction prediction with 1.9M reactions from USPTO patents (1976-2016). The task is: Predict the product of the given reaction. (1) Given the reactants [CH2:1]([N:8]1[C:12]([C:13](OC)=[O:14])=[CH:11][C:10]([O:17][CH:18]([CH3:20])[CH3:19])=[N:9]1)[C:2]1[CH:7]=[CH:6][CH:5]=[CH:4][CH:3]=1.[H-].[Al+3].[Li+].[H-].[H-].[H-].C(O)C.[Cl-].[NH4+], predict the reaction product. The product is: [CH2:1]([N:8]1[C:12]([CH2:13][OH:14])=[CH:11][C:10]([O:17][CH:18]([CH3:20])[CH3:19])=[N:9]1)[C:2]1[CH:3]=[CH:4][CH:5]=[CH:6][CH:7]=1. (2) Given the reactants C([O:5][C:6](=O)[NH:7][CH2:8][CH2:9][C@H:10]([N:12]1[CH2:17][CH2:16][CH:15]([N:18]([CH2:27][C:28]2[CH:33]=[CH:32][CH:31]=[C:30]([C:34]#[N:35])[N:29]=2)[C:19]2[CH:24]=[CH:23][C:22]([O:25][CH3:26])=[CH:21][CH:20]=2)[CH2:14][CH2:13]1)[CH3:11])(C)(C)C.CCN=C=NCCCN(C)C.C1C=CC2N(O)N=NC=2C=1.[C:58]([C:60]1[CH:68]=[C:67]([CH3:69])[C:63](C(O)=O)=[C:62]([CH3:70])[CH:61]=1)#[N:59].CCN(C(C)C)C(C)C, predict the reaction product. The product is: [C:58]([C:60]1[CH:68]=[C:67]([CH3:69])[C:63]([C:6]([NH:7][CH2:8][CH2:9][C@H:10]([N:12]2[CH2:13][CH2:14][CH:15]([N:18]([CH2:27][C:28]3[CH:33]=[CH:32][CH:31]=[C:30]([C:34]#[N:35])[N:29]=3)[C:19]3[CH:24]=[CH:23][C:22]([O:25][CH3:26])=[CH:21][CH:20]=3)[CH2:16][CH2:17]2)[CH3:11])=[O:5])=[C:62]([CH3:70])[CH:61]=1)#[N:59].